From a dataset of Reaction yield outcomes from USPTO patents with 853,638 reactions. Predict the reaction yield, written as a fraction of the theoretical maximum amount of product (1.0 means a 100% yield; for example, 0.34 means a 34% yield). (1) The reactants are C([O:3][C:4]([C:6]1[N:7]=[C:8]([C:26]2[CH:31]=[CH:30][C:29]([Cl:32])=[CH:28][C:27]=2[Cl:33])[N:9]([C:12]2[CH:17]=[CH:16][C:15]([O:18][CH2:19][C:20]3[CH:25]=[CH:24][CH:23]=[CH:22][CH:21]=3)=[CH:14][CH:13]=2)[C:10]=1[CH3:11])=[O:5])C.[OH-].[K+].Cl. The catalyst is CO.O. The product is [CH2:19]([O:18][C:15]1[CH:14]=[CH:13][C:12]([N:9]2[C:10]([CH3:11])=[C:6]([C:4]([OH:5])=[O:3])[N:7]=[C:8]2[C:26]2[CH:31]=[CH:30][C:29]([Cl:32])=[CH:28][C:27]=2[Cl:33])=[CH:17][CH:16]=1)[C:20]1[CH:21]=[CH:22][CH:23]=[CH:24][CH:25]=1. The yield is 0.990. (2) The reactants are [CH3:1][O:2][C:3]1[CH:4]=[C:5]([CH:9]=[CH:10][C:11]=1[O:12][CH3:13])[C:6](Cl)=[O:7].[NH2:14][C:15]1[CH:20]=[CH:19][C:18]([C:21]([CH3:29])([CH3:28])[CH2:22][CH2:23][NH:24][C:25](=[O:27])[CH3:26])=[CH:17][CH:16]=1. The catalyst is N1C=CC=CC=1. The product is [C:25]([NH:24][CH2:23][CH2:22][C:21]([C:18]1[CH:17]=[CH:16][C:15]([NH:14][C:6](=[O:7])[C:5]2[CH:9]=[CH:10][C:11]([O:12][CH3:13])=[C:3]([O:2][CH3:1])[CH:4]=2)=[CH:20][CH:19]=1)([CH3:29])[CH3:28])(=[O:27])[CH3:26]. The yield is 0.500. (3) The product is [C:23]([O:27][C:28]([N:30]1[CH2:34][C@H:33]([O:35][CH2:36][C:37]2[CH:38]=[CH:39][C:40]([O:43][CH3:44])=[CH:41][CH:42]=2)[CH2:32][C@@H:31]1[C@H:45]1[O:60][C:3]([CH3:4])([CH3:2])[N:56]([C:57](=[O:59])[CH3:58])[C@H:46]1[CH2:47][C:48]1[CH:49]=[C:50]([F:55])[CH:51]=[C:52]([F:54])[CH:53]=1)=[O:29])([CH3:26])([CH3:24])[CH3:25]. The reactants are N1C=C[CH:4]=[CH:3][CH:2]=1.C1(C)C=CC(S(O)(=O)=O)=CC=1.COC(C)=C.[C:23]([O:27][C:28]([N:30]1[CH2:34][C@H:33]([O:35][CH2:36][C:37]2[CH:42]=[CH:41][C:40]([O:43][CH3:44])=[CH:39][CH:38]=2)[CH2:32][C@@H:31]1[C@@H:45]([OH:60])[C@@H:46]([NH:56][C:57](=[O:59])[CH3:58])[CH2:47][C:48]1[CH:53]=[C:52]([F:54])[CH:51]=[C:50]([F:55])[CH:49]=1)=[O:29])([CH3:26])([CH3:25])[CH3:24]. The catalyst is ClCCl.CC(C)=O. The yield is 0.610. (4) The reactants are [CH:1]1([NH:6][C:7]2[N:11]3[N:12]=[CH:13][C:14]([C:15]#[N:16])=[C:10]3[NH:9][C:8]=2[C:17]2[CH:22]=[C:21]([O:23][CH3:24])[C:20]([O:25][CH3:26])=[C:19]([O:27][CH3:28])[CH:18]=2)[CH2:5][CH2:4][CH2:3][CH2:2]1.CS(C)=[O:31]. No catalyst specified. The product is [NH2:9][C:10]1[N:11](/[C:7](=[N:6]/[CH:1]2[CH2:5][CH2:4][CH2:3][CH2:2]2)/[C:8]([C:17]2[CH:22]=[C:21]([O:23][CH3:24])[C:20]([O:25][CH3:26])=[C:19]([O:27][CH3:28])[CH:18]=2)=[O:31])[N:12]=[CH:13][C:14]=1[C:15]#[N:16]. The yield is 0.334.